The task is: Predict the product of the given reaction.. This data is from Forward reaction prediction with 1.9M reactions from USPTO patents (1976-2016). (1) Given the reactants [NH:1]([C:3]1[CH:8]=[C:7]([C:9]#[N:10])[CH:6]=[CH:5][N:4]=1)[NH2:2].C([O:13][CH:14]=[C:15]([C:21](OCC)=O)[C:16]([O:18][CH2:19][CH3:20])=[O:17])C.C([O-])([O-])=O.[K+].[K+], predict the reaction product. The product is: [C:9]([C:7]1[CH:6]=[CH:5][N:4]=[C:3]([N:1]2[C:14]([OH:13])=[C:15]([C:16]([O:18][CH2:19][CH3:20])=[O:17])[CH:21]=[N:2]2)[CH:8]=1)#[N:10]. (2) Given the reactants Cl.[C:2]1([CH2:8][C:9]([NH:11]N2CCNCC2)=[O:10])[CH:7]=[CH:6][CH:5]=[CH:4][CH:3]=1.[CH2:18]([C:20]1[NH:28][C:27]2[C:22](=[N:23][CH:24]=[N:25][C:26]=2Cl)[N:21]=1)[CH3:19], predict the reaction product. The product is: [CH2:18]([C:20]1[NH:28][C:27]2[C:22](=[N:23][CH:24]=[N:25][C:26]=2[N:21]2[CH2:22][CH2:27][N:11]([C:9](=[O:10])[CH2:8][C:2]3[CH:3]=[CH:4][CH:5]=[CH:6][CH:7]=3)[CH2:18][CH2:20]2)[N:21]=1)[CH3:19]. (3) Given the reactants [C:1]([C:4]1[N:5]=[C:6]([NH:32][C:33]2[CH:42]=[CH:41][C:40]3[C:35](=[CH:36][CH:37]=[CH:38][CH:39]=3)[CH:34]=2)[S:7][C:8]=1[NH:9][C:10]([C:12]1[CH:31]=[CH:30][C:15]([CH2:16][N:17]2[CH2:22][CH2:21][N:20](C(OC(C)(C)C)=O)[CH2:19][CH2:18]2)=[CH:14][CH:13]=1)=[O:11])(=[O:3])[NH2:2], predict the reaction product. The product is: [CH:34]1[C:35]2[C:40](=[CH:39][CH:38]=[CH:37][CH:36]=2)[CH:41]=[CH:42][C:33]=1[NH:32][C:6]1[S:7][C:8]([NH:9][C:10](=[O:11])[C:12]2[CH:13]=[CH:14][C:15]([CH2:16][N:17]3[CH2:18][CH2:19][NH:20][CH2:21][CH2:22]3)=[CH:30][CH:31]=2)=[C:4]([C:1]([NH2:2])=[O:3])[N:5]=1. (4) The product is: [CH:15]1([CH2:14][CH2:13][CH2:12][C@@H:8]([C:9]2[O:11][N:45]=[C:36]([CH2:37][C:38](=[O:44])[N:39]3[CH2:43][CH2:42][CH2:41][CH2:40]3)[N:35]=2)[CH2:7][C:6]([O:5][C:1]([CH3:2])([CH3:3])[CH3:4])=[O:21])[CH2:20][CH2:19][CH2:18][CH2:17][CH2:16]1. Given the reactants [C:1]([O:5][C:6](=[O:21])[CH2:7][C@@H:8]([CH2:12][CH2:13][CH2:14][CH:15]1[CH2:20][CH2:19][CH2:18][CH2:17][CH2:16]1)[C:9]([OH:11])=O)([CH3:4])([CH3:3])[CH3:2].C(N1C=CN=C1)(N1C=CN=C1)=O.O[N:35]=[C:36]([NH2:45])[CH2:37][C:38](=[O:44])[N:39]1[CH2:43][CH2:42][CH2:41][CH2:40]1, predict the reaction product. (5) The product is: [ClH:1].[NH:20]1[C:21]2[C:17](=[CH:16][C:15]([NH:14][C:2]3[C:7]([C:8]#[N:9])=[CH:6][N:5]=[C:4]4[S:10][C:11]([I:13])=[CH:12][C:3]=34)=[CH:23][CH:22]=2)[CH:18]=[CH:19]1. Given the reactants [Cl:1][C:2]1[C:7]([C:8]#[N:9])=[CH:6][N:5]=[C:4]2[S:10][C:11]([I:13])=[CH:12][C:3]=12.[NH2:14][C:15]1[CH:16]=[C:17]2[C:21](=[CH:22][CH:23]=1)[NH:20][CH:19]=[CH:18]2, predict the reaction product. (6) Given the reactants [C:1]([O:5][C:6](=[O:31])[CH2:7][O:8][C:9]1[C:14]2[CH2:15][CH2:16][CH2:17][CH2:18][CH:19]([NH:20][S:21]([C:24]3[CH:29]=[CH:28][C:27](Br)=[CH:26][N:25]=3)(=[O:23])=[O:22])[C:13]=2[CH:12]=[CH:11][CH:10]=1)([CH3:4])([CH3:3])[CH3:2].[F:32][C:33]([F:44])([F:43])[C:34]1[CH:35]=[C:36](B(O)O)[CH:37]=[CH:38][CH:39]=1.C([O-])([O-])=O.[K+].[K+], predict the reaction product. The product is: [C:1]([O:5][C:6](=[O:31])[CH2:7][O:8][C:9]1[C:14]2[CH2:15][CH2:16][CH2:17][CH2:18][CH:19]([NH:20][S:21]([C:24]3[CH:29]=[CH:28][C:27]([C:38]4[CH:37]=[CH:36][CH:35]=[C:34]([C:33]([F:44])([F:43])[F:32])[CH:39]=4)=[CH:26][N:25]=3)(=[O:23])=[O:22])[C:13]=2[CH:12]=[CH:11][CH:10]=1)([CH3:4])([CH3:3])[CH3:2]. (7) Given the reactants [O:1]=[C:2]1[CH2:11][CH2:10][CH2:9][C:8]2[CH:7]=[C:6]([C:12]([OH:14])=[O:13])[CH:5]=[CH:4][C:3]1=2.[CH3:15][Si](C=[N+]=[N-])(C)C.C(O)(=O)C, predict the reaction product. The product is: [CH3:15][O:13][C:12]([C:6]1[CH:5]=[CH:4][C:3]2[C:2](=[O:1])[CH2:11][CH2:10][CH2:9][C:8]=2[CH:7]=1)=[O:14].